This data is from Reaction yield outcomes from USPTO patents with 853,638 reactions. The task is: Predict the reaction yield, written as a fraction of the theoretical maximum amount of product (1.0 means a 100% yield; for example, 0.34 means a 34% yield). (1) The reactants are [C:1]1([CH:7]([C:19]2[CH:24]=[CH:23][CH:22]=[CH:21][CH:20]=2)[N:8]2[C:16]3[C:11](=[C:12]([F:17])[CH:13]=[CH:14][CH:15]=3)[C:10](I)=[CH:9]2)[CH:6]=[CH:5][CH:4]=[CH:3][CH:2]=1.I([O-])(=O)(=O)=[O:26].[Na+].[OH2:31]. The catalyst is C(#N)C.C(OCC)(=O)C.O.[Ru](Cl)(Cl)Cl. The product is [C:1]1([CH:7]([C:19]2[CH:24]=[CH:23][CH:22]=[CH:21][CH:20]=2)[N:8]2[C:16]3[C:11](=[C:12]([F:17])[CH:13]=[CH:14][CH:15]=3)[C:10](=[O:31])[C:9]2=[O:26])[CH:6]=[CH:5][CH:4]=[CH:3][CH:2]=1. The yield is 0.250. (2) The reactants are [NH:1]1[C:9]2[C:4](=[CH:5][CH:6]=[CH:7][CH:8]=2)[C:3]([C:10]([OH:12])=O)=[CH:2]1.[CH2:13]1[C@H:22]2[C@H:17]([CH2:18][CH2:19][C:20]3[CH:26]=[CH:25][CH:24]=[CH:23][C:21]=32)[NH:16][CH2:15][CH2:14]1.F[P-](F)(F)(F)(F)F.N1(OC(N(C)C)=[N+](C)C)C2N=CC=CC=2N=N1. No catalyst specified. The product is [CH2:13]1[C@H:22]2[C@H:17]([CH2:18][CH2:19][C:20]3[CH:26]=[CH:25][CH:24]=[CH:23][C:21]=32)[N:16]([C:10]([C:3]2[C:4]3[C:9](=[CH:8][CH:7]=[CH:6][CH:5]=3)[NH:1][CH:2]=2)=[O:12])[CH2:15][CH2:14]1. The yield is 0.430.